This data is from Full USPTO retrosynthesis dataset with 1.9M reactions from patents (1976-2016). The task is: Predict the reactants needed to synthesize the given product. (1) Given the product [ClH:1].[Cl:1][C:2]1[CH:7]=[CH:6][C:5]([CH2:8][C@@H:9]([NH:33][CH:34]2[CH2:35][CH2:36][NH:37][CH2:38][CH2:39]2)[C:10]([N:12]2[CH2:17][CH2:16][CH:15]([N:18]([CH:27]3[CH2:32][CH2:31][CH2:30][CH2:29][CH2:28]3)[C:19]3[CH:24]=[CH:23][C:22]([O:25][CH3:26])=[CH:21][CH:20]=3)[CH2:14][CH2:13]2)=[O:11])=[CH:4][CH:3]=1, predict the reactants needed to synthesize it. The reactants are: [Cl:1][C:2]1[CH:7]=[CH:6][C:5]([CH2:8][C@@H:9]([NH:33][CH:34]2[CH2:39][CH2:38][NH:37][CH2:36][CH2:35]2)[C:10]([N:12]2[CH2:17][CH2:16][CH:15]([N:18]([CH:27]3[CH2:32][CH2:31][CH2:30][CH2:29][CH2:28]3)[C:19]3[CH:24]=[CH:23][C:22]([O:25][CH3:26])=[CH:21][CH:20]=3)[CH2:14][CH2:13]2)=[O:11])=[CH:4][CH:3]=1.Cl. (2) The reactants are: [Cl:1][C:2]1[CH:22]=[CH:21][C:5]([CH2:6][CH:7]2[C:16]3[C:11](=[CH:12][C:13]([O:19][CH3:20])=[C:14]([O:17][CH3:18])[CH:15]=3)[CH2:10][CH2:9][NH:8]2)=[CH:4][CH:3]=1.Br[CH2:24][C:25](Br)=[O:26].[NH2:28][C@@H:29]1[C:37]2[C:32](=[CH:33][CH:34]=[CH:35][CH:36]=2)[CH2:31][C@@H:30]1[OH:38]. Given the product [Cl:1][C:2]1[CH:3]=[CH:4][C:5]([CH2:6][CH:7]2[C:16]3[C:11](=[CH:12][C:13]([O:19][CH3:20])=[C:14]([O:17][CH3:18])[CH:15]=3)[CH2:10][CH2:9][N:8]2[CH2:24][C:25]([NH:28][C@@H:29]2[C:37]3[C:32](=[CH:33][CH:34]=[CH:35][CH:36]=3)[CH2:31][C@@H:30]2[OH:38])=[O:26])=[CH:21][CH:22]=1, predict the reactants needed to synthesize it. (3) The reactants are: [Cl:1][C:2]1[CH:3]=[CH:4][C:5]([C:40]#[N:41])=[C:6]([C:8]2[C:13]([O:14][CH3:15])=[CH:12][N:11]([CH:16]([CH2:33][C@@H:34]3[CH2:38][CH2:37][CH2:36][O:35]3)[C:17]([NH:19][C:20]3[CH:32]=[CH:31][C:23]([C:24]([O:26]C(C)(C)C)=[O:25])=[CH:22][CH:21]=3)=[O:18])[C:10](=[O:39])[CH:9]=2)[CH:7]=1.C(O)(C(F)(F)F)=O. Given the product [Cl:1][C:2]1[CH:3]=[CH:4][C:5]([C:40]#[N:41])=[C:6]([C:8]2[C:13]([O:14][CH3:15])=[CH:12][N:11]([CH:16]([CH2:33][C@@H:34]3[CH2:38][CH2:37][CH2:36][O:35]3)[C:17]([NH:19][C:20]3[CH:32]=[CH:31][C:23]([C:24]([OH:26])=[O:25])=[CH:22][CH:21]=3)=[O:18])[C:10](=[O:39])[CH:9]=2)[CH:7]=1, predict the reactants needed to synthesize it. (4) Given the product [CH:20]1[C:29]2[CH2:28][CH2:27][CH2:26][CH2:25][C:24]=2[CH:23]=[CH:22][C:21]=1[CH2:30][NH:31][C:3](=[O:4])[CH:2]([F:1])[CH2:6][C:7]1[CH:12]=[CH:11][C:10]([O:13][CH2:14][C:15]#[CH:16])=[C:9]([O:17][CH3:18])[CH:8]=1, predict the reactants needed to synthesize it. The reactants are: [F:1][CH:2]([CH2:6][C:7]1[CH:12]=[CH:11][C:10]([O:13][CH2:14][C:15]#[CH:16])=[C:9]([O:17][CH3:18])[CH:8]=1)[C:3](Cl)=[O:4].Cl.[CH:20]1[C:29]2[CH2:28][CH2:27][CH2:26][CH2:25][C:24]=2[CH:23]=[CH:22][C:21]=1[CH2:30][NH2:31].